This data is from Forward reaction prediction with 1.9M reactions from USPTO patents (1976-2016). The task is: Predict the product of the given reaction. (1) Given the reactants [C:1]([C:11]1[CH:18]=[CH:17][C:14]([CH:15]=O)=[CH:13][CH:12]=1)#[C:2][CH2:3][CH2:4][CH2:5][CH2:6][CH2:7][CH2:8][CH2:9][CH3:10].[Cl:19][C:20]1[CH:21]=[C:22]([CH2:27][CH2:28][NH2:29])[CH:23]=[CH:24][C:25]=1[Cl:26], predict the reaction product. The product is: [C:1]([C:11]1[CH:18]=[CH:17][C:14]([CH2:15][NH:29][CH2:28][CH2:27][C:22]2[CH:23]=[CH:24][C:25]([Cl:26])=[C:20]([Cl:19])[CH:21]=2)=[CH:13][CH:12]=1)#[C:2][CH2:3][CH2:4][CH2:5][CH2:6][CH2:7][CH2:8][CH2:9][CH3:10]. (2) Given the reactants [Cl:1][C:2]1[CH:7]=[CH:6][CH:5]=[CH:4][C:3]=1[OH:8].Cl[C:10]1[C:15]([C:16]([O:18][CH2:19][CH3:20])=[O:17])=[CH:14][N:13]=[C:12]([C:21]2[CH:26]=[CH:25][C:24]([CH3:27])=[C:23]([CH3:28])[CH:22]=2)[N:11]=1.C(=O)([O-])[O-].[K+].[K+], predict the reaction product. The product is: [Cl:1][C:2]1[CH:7]=[CH:6][CH:5]=[CH:4][C:3]=1[O:8][C:14]1[C:15]([C:16]([O:18][CH2:19][CH3:20])=[O:17])=[CH:10][N:11]=[C:12]([C:21]2[CH:26]=[CH:25][C:24]([CH3:27])=[C:23]([CH3:28])[CH:22]=2)[N:13]=1.